Dataset: Catalyst prediction with 721,799 reactions and 888 catalyst types from USPTO. Task: Predict which catalyst facilitates the given reaction. (1) Reactant: Cl[C:2]1[CH:11]=[CH:10][N:9]=[C:8]2[C:3]=1[CH:4]=[CH:5][C:6]([CH3:12])=[N:7]2.[NH2:13][C:14]1[CH:19]=[C:18]([CH3:20])[CH:17]=[CH:16][C:15]=1[OH:21]. Product: [CH3:20][C:18]1[CH:17]=[CH:16][C:15]([OH:21])=[C:14]([NH:13][C:2]2[C:3]3[C:8](=[N:7][C:6]([CH3:12])=[CH:5][CH:4]=3)[N:9]=[CH:10][CH:11]=2)[CH:19]=1. The catalyst class is: 8. (2) Reactant: C([O:3][C:4]([C:6]1[C:7]([CH3:29])=[C:8]([C:22]([O:24][C:25]([CH3:28])([CH3:27])[CH3:26])=[O:23])[NH:9][C:10]=1[CH2:11][CH2:12][CH2:13][NH:14][CH2:15][CH2:16][N:17]([CH2:20][CH3:21])[CH2:18][CH3:19])=O)C.C[Al](C)C. Product: [C:25]([O:24][C:22]([C:8]1[NH:9][C:10]2[CH2:11][CH2:12][CH2:13][N:14]([CH2:15][CH2:16][N:17]([CH2:20][CH3:21])[CH2:18][CH3:19])[C:4](=[O:3])[C:6]=2[C:7]=1[CH3:29])=[O:23])([CH3:28])([CH3:27])[CH3:26]. The catalyst class is: 11. (3) Reactant: [Cl:1][C:2]1[C:7]([F:8])=[CH:6][CH:5]=[C:4]([N+:9]([O-])=O)[C:3]=1[NH:12][CH2:13][CH2:14][OH:15].[O-]S(S([O-])=O)=O.[Na+].[Na+]. Product: [NH2:9][C:4]1[C:3]([NH:12][CH2:13][CH2:14][OH:15])=[C:2]([Cl:1])[C:7]([F:8])=[CH:6][CH:5]=1. The catalyst class is: 24. (4) Reactant: [CH3:1][O:2][C:3]1[C:4]([O:16][CH2:17][CH2:18][CH2:19][Cl:20])=[CH:5][C:6]([N+:13]([O-])=O)=[C:7]([CH:12]=1)[C:8]([O:10][CH3:11])=[O:9].[H][H]. Product: [CH3:1][O:2][C:3]1[CH:12]=[C:7]([C:8]([O:10][CH3:11])=[O:9])[C:6]([NH2:13])=[CH:5][C:4]=1[O:16][CH2:17][CH2:18][CH2:19][Cl:20]. The catalyst class is: 43. (5) Reactant: [NH2:1][C:2]1[CH:3]=[C:4]([C:8]2[N:9]=[C:10]([NH:17][C:18]3[CH:23]=[CH:22][CH:21]=[CH:20][CH:19]=3)[C:11]3[N:12]([CH:14]=[CH:15][N:16]=3)[CH:13]=2)[CH:5]=[CH:6][CH:7]=1.[C:24]([C:28]1[CH:36]=[CH:35][C:31]([C:32](Cl)=[O:33])=[CH:30][CH:29]=1)([CH3:27])([CH3:26])[CH3:25].C(N(CC)CC)C. Product: [C:24]([C:28]1[CH:29]=[CH:30][C:31]([C:32]([NH:1][C:2]2[CH:7]=[CH:6][CH:5]=[C:4]([C:8]3[N:9]=[C:10]([NH:17][C:18]4[CH:19]=[CH:20][CH:21]=[CH:22][CH:23]=4)[C:11]4[N:12]([CH:14]=[CH:15][N:16]=4)[CH:13]=3)[CH:3]=2)=[O:33])=[CH:35][CH:36]=1)([CH3:27])([CH3:25])[CH3:26]. The catalyst class is: 588. (6) Reactant: [OH:1][C:2]1[CH:12]=[CH:11][CH:10]=[C:9]([CH3:13])[C:3]=1[C:4]([O:6]CC)=[O:5].[OH-].[Na+]. Product: [OH:1][C:2]1[CH:12]=[CH:11][CH:10]=[C:9]([CH3:13])[C:3]=1[C:4]([OH:6])=[O:5]. The catalyst class is: 5.